From a dataset of Reaction yield outcomes from USPTO patents with 853,638 reactions. Predict the reaction yield, written as a fraction of the theoretical maximum amount of product (1.0 means a 100% yield; for example, 0.34 means a 34% yield). (1) The reactants are C(O[C@:6]([N:19]=[C:20]=[O:21])([CH2:10][C:11]1[CH:16]=[CH:15][C:14]([O:17][CH3:18])=[CH:13][CH:12]=1)[C:7]([OH:9])=O)(C)(C)C.[CH2:22](Cl)[CH2:23]Cl.[CH:26]1[CH:27]=[CH:28][C:29]2N(O)N=N[C:30]=2[CH:31]=1.F[C:37](F)(F)[C:38]([OH:40])=O.C([O:48][C:49]1([C:53]2C=CC=CC=2)[CH2:52]N[CH2:50]1)CCCC.CCN([CH:65]([CH3:67])[CH3:66])C(C)C.C[N:69]([CH:71]=O)[CH3:70]. No catalyst specified. The product is [C:49]([O:48][C:20](=[O:21])[NH:19][C@H:6]([CH2:10][C:11]1[CH:12]=[CH:13][C:14]([O:17][CH3:18])=[CH:15][CH:16]=1)[C:7](=[O:9])[N:69]1[CH2:70][C:38]([O:40][CH2:67][CH2:65][CH2:66][CH2:22][CH3:23])([C:37]2[CH:31]=[CH:30][CH:29]=[CH:28][C:27]=2[CH3:26])[CH2:71]1)([CH3:53])([CH3:52])[CH3:50]. The yield is 0.560. (2) The reactants are N(C(N1CCCCC1)=O)=NC(N1CCCCC1)=O.[CH3:19][S:20][CH2:21][CH2:22][CH2:23][OH:24].[Br:25][C:26]1[CH:45]=[CH:44][C:29]([NH:30][C:31]2[C:40]3[C:35](=[CH:36][C:37](O)=[C:38]([O:41][CH3:42])[CH:39]=3)[N:34]=[CH:33][N:32]=2)=[C:28]([F:46])[CH:27]=1.C(P(CCCC)CCCC)CCC. The catalyst is C(Cl)Cl. The product is [Br:25][C:26]1[CH:45]=[CH:44][C:29]([NH:30][C:31]2[C:40]3[C:35](=[CH:36][C:37]([O:24][CH2:23][CH2:22][CH2:21][S:20][CH3:19])=[C:38]([O:41][CH3:42])[CH:39]=3)[N:34]=[CH:33][N:32]=2)=[C:28]([F:46])[CH:27]=1. The yield is 0.500.